Dataset: Forward reaction prediction with 1.9M reactions from USPTO patents (1976-2016). Task: Predict the product of the given reaction. (1) Given the reactants [F:1][C:2]([F:21])([F:20])[C:3]1[CH:8]=[CH:7][CH:6]=[CH:5][C:4]=1[C:9]1[C:17]2[O:16][CH:15]([CH2:18][NH2:19])[CH2:14][C:13]=2[CH:12]=[CH:11][CH:10]=1.C(N(C(C)C)CC)(C)C.Cl[C:32]([O:34][CH2:35][C:36]1[CH:41]=[CH:40][CH:39]=[CH:38][CH:37]=1)=[O:33].C(OC(=O)NCC1CC2C=CC=C(C3CCCC3)C=2O1)C1C=CC=CC=1, predict the reaction product. The product is: [F:21][C:2]([F:20])([F:1])[C:3]1[CH:8]=[CH:7][CH:6]=[CH:5][C:4]=1[C:9]1[C:17]2[O:16][CH:15]([CH2:18][NH:19][C:32](=[O:33])[O:34][CH2:35][C:36]3[CH:41]=[CH:40][CH:39]=[CH:38][CH:37]=3)[CH2:14][C:13]=2[CH:12]=[CH:11][CH:10]=1. (2) Given the reactants C[O:2][C:3]1[CH:4]=[C:5]([C:14]2[CH:19]=[CH:18][N:17]=[C:16]([C:20]3[C:21]([C:26]([F:29])([F:28])[F:27])=[N:22][CH:23]=[CH:24][CH:25]=3)[N:15]=2)[CH:6]=[C:7]([N+:11]([O-:13])=[O:12])[C:8]=1[O:9]C, predict the reaction product. The product is: [N+:11]([C:7]1[CH:6]=[C:5]([C:14]2[CH:19]=[CH:18][N:17]=[C:16]([C:20]3[C:21]([C:26]([F:29])([F:28])[F:27])=[N:22][CH:23]=[CH:24][CH:25]=3)[N:15]=2)[CH:4]=[C:3]([OH:2])[C:8]=1[OH:9])([O-:13])=[O:12]. (3) Given the reactants [NH:1]1[C:5]2=[N:6][CH:7]=[CH:8][CH:9]=[C:4]2[CH2:3][C:2]1=[O:10].[Cl:11][C:12]1[C:13]([F:20])=[C:14]([CH:17]=[CH:18][CH:19]=1)[CH:15]=O.N1CCCCC1, predict the reaction product. The product is: [Cl:11][C:12]1[C:13]([F:20])=[C:14]([CH:17]=[CH:18][CH:19]=1)/[CH:15]=[C:3]1\[C:2](=[O:10])[NH:1][C:5]2[C:4]\1=[CH:9][CH:8]=[CH:7][N:6]=2. (4) Given the reactants [C:1]([NH:4][CH2:5][CH2:6][C:7]1[C:8]([O:15][CH2:16][CH2:17][O:18][CH:19]2[CH:24]([C:25]3[CH:30]=[CH:29][C:28]([O:31][CH2:32][CH2:33][CH2:34][O:35][CH2:36][C:37]4[CH:42]=[CH:41][CH:40]=[CH:39][C:38]=4[O:43][CH3:44])=[CH:27][CH:26]=3)[CH2:23][CH2:22][N:21]([C:45]([O:47][C:48]([CH3:51])([CH3:50])[CH3:49])=[O:46])[CH2:20]2)=[N:9][C:10]([CH3:14])=[N:11][C:12]=1Cl)(=[O:3])[CH3:2].C(N(CC)CC)C, predict the reaction product. The product is: [C:1]([NH:4][CH2:5][CH2:6][C:7]1[C:8]([O:15][CH2:16][CH2:17][O:18][CH:19]2[CH:24]([C:25]3[CH:30]=[CH:29][C:28]([O:31][CH2:32][CH2:33][CH2:34][O:35][CH2:36][C:37]4[CH:42]=[CH:41][CH:40]=[CH:39][C:38]=4[O:43][CH3:44])=[CH:27][CH:26]=3)[CH2:23][CH2:22][N:21]([C:45]([O:47][C:48]([CH3:51])([CH3:50])[CH3:49])=[O:46])[CH2:20]2)=[N:9][C:10]([CH3:14])=[N:11][CH:12]=1)(=[O:3])[CH3:2]. (5) The product is: [Cl:1][C:2]1[CH:3]=[C:4]([C:12]2[O:16][N:15]=[C:14]([C:17]3[CH:18]=[CH:19][CH:20]=[C:21]4[C:25]=3[N:24]([CH3:26])[CH:23]=[C:22]4[CH2:27][CH2:28][NH:30][C:31]3([C:34]([OH:36])=[O:35])[CH2:33][CH2:32]3)[N:13]=2)[CH:5]=[CH:6][C:7]=1[O:8][CH:9]([CH3:10])[CH3:11]. Given the reactants [Cl:1][C:2]1[CH:3]=[C:4]([C:12]2[O:16][N:15]=[C:14]([C:17]3[CH:18]=[CH:19][CH:20]=[C:21]4[C:25]=3[N:24]([CH3:26])[CH:23]=[C:22]4[CH2:27][CH:28]=O)[N:13]=2)[CH:5]=[CH:6][C:7]=1[O:8][CH:9]([CH3:11])[CH3:10].[NH2:30][C:31]1([C:34]([OH:36])=[O:35])[CH2:33][CH2:32]1.C(O)(=O)C.C(O[BH-](OC(=O)C)OC(=O)C)(=O)C.[Na+], predict the reaction product.